Dataset: Full USPTO retrosynthesis dataset with 1.9M reactions from patents (1976-2016). Task: Predict the reactants needed to synthesize the given product. (1) Given the product [OH:24][CH:23]([C:29]1[CH:34]=[CH:33][CH:32]=[CH:31][C:30]=1[N+:35]([O-:37])=[O:36])[CH:17]([NH:16][CH3:15])[C:18]([O:20][CH2:21][CH3:22])=[O:19], predict the reactants needed to synthesize it. The reactants are: FC(F)(F)C(O)=O.C(OC([CH2:15][NH:16][CH:17]([CH:23]([C:29]1[CH:34]=[CH:33][CH:32]=[CH:31][C:30]=1[N+:35]([O-:37])=[O:36])[O:24][Si](C)(C)C)[C:18]([O:20][CH2:21][CH3:22])=[O:19])=O)(C)(C)C.C([O-])(O)=O.[Na+]. (2) The reactants are: FC(F)(F)C(O)=O.[F:8][C:9]1[C:14]([C:15]#[N:16])=[C:13]([CH3:17])[C:12]([C@@H:18]2[O:23][CH2:22][C@@H:21]3[CH2:24][NH:25][CH2:26][CH2:27][N:20]3[CH2:19]2)=[CH:11][CH:10]=1.[N:28]1([C:33]2[CH:34]=[CH:35][C:36]([CH2:39][C:40](O)=[O:41])=[N:37][CH:38]=2)[CH:32]=[N:31][N:30]=[N:29]1.C1C=CC2N(O)N=NC=2C=1.C(Cl)CCl.[Cl-].[Na+].O.C([O-])(O)=O.[Na+]. Given the product [N:28]1([C:33]2[CH:34]=[CH:35][C:36]([CH2:39][C:40]([N:25]3[CH2:26][CH2:27][N:20]4[C@H:21]([CH2:22][O:23][C@@H:18]([C:12]5[C:13]([CH3:17])=[C:14]([C:9]([F:8])=[CH:10][CH:11]=5)[C:15]#[N:16])[CH2:19]4)[CH2:24]3)=[O:41])=[N:37][CH:38]=2)[CH:32]=[N:31][N:30]=[N:29]1, predict the reactants needed to synthesize it. (3) Given the product [C:22]([N:3]1[CH2:4][CH2:5][C:6]2[NH:7][C:8]3[CH:9]=[CH:10][CH:11]=[CH:12][C:13]=3[C:14]=2[CH2:2]1)([O:24][C:25]([CH3:28])([CH3:27])[CH3:26])=[O:23], predict the reactants needed to synthesize it. The reactants are: Cl.[CH2:2]1[C:14]2[C:13]3[CH:12]=[CH:11][CH:10]=[CH:9][C:8]=3[NH:7][C:6]=2[CH2:5][CH2:4][NH:3]1.C(N(CC)CC)C.[C:22](O[C:22]([O:24][C:25]([CH3:28])([CH3:27])[CH3:26])=[O:23])([O:24][C:25]([CH3:28])([CH3:27])[CH3:26])=[O:23]. (4) Given the product [NH2:42][CH2:41][CH2:40][O:39][C@H:35]1[CH2:36][CH2:37][CH2:38][N:33]([CH2:32][C:4]2[C:3]([Cl:2])=[C:12]3[C:7]([C:8](=[O:27])[N:9]([CH2:14][C:15]4[CH:20]=[C:19]([Cl:21])[CH:18]=[CH:17][C:16]=4[S:22]([CH2:25][CH3:26])(=[O:23])=[O:24])[C:10](=[O:13])[NH:11]3)=[CH:6][C:5]=2[C:28]([F:29])([F:30])[F:31])[CH2:34]1, predict the reactants needed to synthesize it. The reactants are: Br.[Cl:2][C:3]1[C:4]([CH2:32][N:33]2[CH2:38][CH2:37][CH2:36][C@H:35]([O:39][CH2:40][CH2:41][NH:42]C(=O)OCC3C=CC=CC=3)[CH2:34]2)=[C:5]([C:28]([F:31])([F:30])[F:29])[CH:6]=[C:7]2[C:12]=1[NH:11][C:10](=[O:13])[N:9]([CH2:14][C:15]1[CH:20]=[C:19]([Cl:21])[CH:18]=[CH:17][C:16]=1[S:22]([CH2:25][CH3:26])(=[O:24])=[O:23])[C:8]2=[O:27]. (5) The reactants are: [NH2:1][C:2]1[C:11]([C:12]([O:14][CH3:15])=[O:13])=[C:10]2[C:5]([CH:6]3[CH2:16][CH:7]3[CH2:8][O:9]2)=[CH:4][CH:3]=1.[CH2:17]([N:19]1[CH2:23][CH2:22][C@@H:21]([CH2:24][C:25]2[CH:30]=[C:29]([F:31])[CH:28]=[CH:27][C:26]=2[S:32](Cl)(=[O:34])=[O:33])[CH2:20]1)[CH3:18]. Given the product [CH2:17]([N:19]1[CH2:23][CH2:22][C@@H:21]([CH2:24][C:25]2[CH:30]=[C:29]([F:31])[CH:28]=[CH:27][C:26]=2[S:32]([NH:1][C:2]2[C:11]([C:12]([O:14][CH3:15])=[O:13])=[C:10]3[C:5]([C@@H:6]4[CH2:16][C@@H:7]4[CH2:8][O:9]3)=[CH:4][CH:3]=2)(=[O:33])=[O:34])[CH2:20]1)[CH3:18], predict the reactants needed to synthesize it. (6) Given the product [Br:1][C:2]1[CH:3]=[C:4](/[C:9](/[CH3:16])=[CH:10]/[CH2:11][OH:12])[CH:5]=[C:6]([Br:8])[CH:7]=1, predict the reactants needed to synthesize it. The reactants are: [Br:1][C:2]1[CH:3]=[C:4](/[C:9](/[CH3:16])=[CH:10]/[C:11](OCC)=[O:12])[CH:5]=[C:6]([Br:8])[CH:7]=1.CC(C[AlH]CC(C)C)C. (7) Given the product [CH3:12][O:13][C:14]1[N:19]=[CH:18][C:17]([S:20]([O-:22])=[O:21])=[CH:16][CH:15]=1.[Na+:5], predict the reactants needed to synthesize it. The reactants are: S([O-])([O-])=O.[Na+:5].[Na+].C(=O)([O-])O.[Na+].[CH3:12][O:13][C:14]1[N:19]=[CH:18][C:17]([S:20](Cl)(=[O:22])=[O:21])=[CH:16][CH:15]=1.